This data is from Experimental lipophilicity measurements (octanol/water distribution) for 4,200 compounds from AstraZeneca. The task is: Regression/Classification. Given a drug SMILES string, predict its absorption, distribution, metabolism, or excretion properties. Task type varies by dataset: regression for continuous measurements (e.g., permeability, clearance, half-life) or binary classification for categorical outcomes (e.g., BBB penetration, CYP inhibition). For this dataset (lipophilicity_astrazeneca), we predict Y. The molecule is CCCN1CCC(Oc2nccc(Nc3cc(NC(=O)c4cccc(N5CCOCC5)c4)ccc3C)n2)CC1. The Y is 2.60 logD.